Dataset: Full USPTO retrosynthesis dataset with 1.9M reactions from patents (1976-2016). Task: Predict the reactants needed to synthesize the given product. (1) The reactants are: [CH3:1][C:2]1[CH:7]=[CH:6][CH:5]=[CH:4][C:3]=1[OH:8].CC([O-])(C)C.[K+].C1COCC1.ClC1C=CC=CC=1OCCC(O)=O.[C:33](#[N:36])[CH:34]=[CH2:35]. Given the product [CH3:1][C:2]1[CH:7]=[CH:6][CH:5]=[CH:4][C:3]=1[O:8][CH2:35][CH2:34][C:33]#[N:36], predict the reactants needed to synthesize it. (2) Given the product [CH3:1][C:2]1[N:3]=[C:4]([NH:7][C:8]([C:10]2[C:15]([NH:16][C:17]3[CH:22]=[CH:21][N:28]=[C:27]([Cl:31])[CH:18]=3)=[CH:14][CH:13]=[C:12]([CH3:23])[N:11]=2)=[O:9])[S:5][CH:6]=1, predict the reactants needed to synthesize it. The reactants are: [CH3:1][C:2]1[N:3]=[C:4]([NH:7][C:8]([C:10]2[C:15]([NH:16][C:17]3[CH:18]=NC=[CH:21][CH:22]=3)=[CH:14][CH:13]=[C:12]([CH3:23])[N:11]=2)=[O:9])[S:5][CH:6]=1.BrC1C=C[N:28]=[C:27]([Cl:31])C=1. (3) Given the product [Br:37][C:8]1[CH:7]=[CH:6][C:5]2[NH:4][C:3](=[O:29])[C@H:2]([CH3:1])[CH2:19][CH2:18][CH2:17][C@H:16]([NH:20][C:21](=[O:27])[O:22][C:23]([CH3:25])([CH3:24])[CH3:26])[C:15]3[CH:28]=[C:11]([CH:12]=[CH:13][N:14]=3)[C:10]=2[CH:9]=1, predict the reactants needed to synthesize it. The reactants are: [CH3:1][C@@H:2]1[CH2:19][CH2:18][CH2:17][C@H:16]([NH:20][C:21](=[O:27])[O:22][C:23]([CH3:26])([CH3:25])[CH3:24])[C:15]2[CH:28]=[C:11]([CH:12]=[CH:13][N:14]=2)[C:10]2[CH:9]=[CH:8][CH:7]=[CH:6][C:5]=2[NH:4][C:3]1=[O:29].C1C(=O)N([Br:37])C(=O)C1. (4) Given the product [CH3:20][O:19][C:15]1[N:14]=[C:13]([NH:12][CH2:10][C:9]2[CH:21]=[CH:22][CH:23]=[C:24]([CH3:25])[C:8]=2[OH:7])[CH:18]=[CH:17][CH:16]=1, predict the reactants needed to synthesize it. The reactants are: [H-].[Al+3].[Li+].[H-].[H-].[H-].[OH:7][C:8]1[C:24]([CH3:25])=[CH:23][CH:22]=[CH:21][C:9]=1[C:10]([NH:12][C:13]1[CH:18]=[CH:17][CH:16]=[C:15]([O:19][CH3:20])[N:14]=1)=O.